This data is from Reaction yield outcomes from USPTO patents with 853,638 reactions. The task is: Predict the reaction yield, written as a fraction of the theoretical maximum amount of product (1.0 means a 100% yield; for example, 0.34 means a 34% yield). (1) The reactants are CO.O1CCOCC1.[C:9]([C:13]1[N:18]=[C:17]([C:19]2[CH:24]=[CH:23][CH:22]=[CH:21][CH:20]=2)[C:16]([C:25]([O:27]C)=[O:26])=[CH:15][N:14]=1)([CH3:12])([CH3:11])[CH3:10].O.[OH-].[Li+]. The catalyst is C(OCC)(=O)C.O. The product is [C:9]([C:13]1[N:18]=[C:17]([C:19]2[CH:24]=[CH:23][CH:22]=[CH:21][CH:20]=2)[C:16]([C:25]([OH:27])=[O:26])=[CH:15][N:14]=1)([CH3:12])([CH3:10])[CH3:11]. The yield is 0.940. (2) The reactants are [CH2:1]([N:4]1[C:8]2[CH:9]=[CH:10][CH:11]=[CH:12][C:7]=2[N:6]=[C:5]1[O:13][C:14]1[C:23](Br)=[CH:22][CH:21]=[C:20]2[C:15]=1[CH2:16][CH2:17][C@H:18]([CH3:25])[NH:19]2)[CH:2]=[CH2:3].[CH:26]1([N:29]2[CH:33]=[C:32](B3OC(C)(C)C(C)(C)O3)[CH:31]=[N:30]2)[CH2:28][CH2:27]1.C(=O)([O-])[O-].[K+].[K+]. The catalyst is O1CCOCC1.O.C1C=CC(P(C2C=CC=CC=2)[C-]2C=CC=C2)=CC=1.C1C=CC(P(C2C=CC=CC=2)[C-]2C=CC=C2)=CC=1.Cl[Pd]Cl.[Fe+2].ClCCl. The product is [CH:26]1([N:29]2[CH:33]=[C:32]([C:23]3[C:14]([O:13][C:5]4[N:4]([CH:1]=[CH:2][CH3:3])[C:8]5[CH:9]=[CH:10][CH:11]=[CH:12][C:7]=5[N:6]=4)=[C:15]4[C:20](=[CH:21][CH:22]=3)[NH:19][C@@H:18]([CH3:25])[CH2:17][CH2:16]4)[CH:31]=[N:30]2)[CH2:28][CH2:27]1. The yield is 0.860. (3) The yield is 0.695. The catalyst is O1CCCC1. The product is [CH:41]1([CH2:40][N:27]2[C:26](=[O:44])[C:25]([CH2:24][CH2:56][CH2:57][N:4]3[CH2:1][CH2:3][N:50]([CH3:51])[CH2:8][CH2:9]3)=[CH:30][C:29]([C:31]3[CH:36]=[CH:35][C:34]([O:37][CH3:38])=[C:33]([F:39])[CH:32]=3)=[N:28]2)[CH2:43][CH2:42]1. The reactants are [CH:1]1([N:4]2[C:9](=O)[C:8](CO)=C(C)C(C3C=CC(OC)=C(F)C=3)=N2)[CH2:3]C1.Br[CH2:24][C:25]1[C:26](=[O:44])[N:27]([CH2:40][CH:41]2[CH2:43][CH2:42]2)[N:28]=[C:29]([C:31]2[CH:36]=[CH:35][C:34]([O:37][CH3:38])=[C:33]([F:39])[CH:32]=2)[CH:30]=1.C(Br)(Br)(Br)Br.[N:50]1C=CC=C[CH:51]=1.[C:56]1(P(C2C=CC=CC=2)C2C=CC=CC=2)C=CC=C[CH:57]=1. (4) The reactants are [NH2:1][C:2]1[CH:3]=[C:4]([NH:8][C:9](=[O:11])[CH3:10])[CH:5]=[CH:6][CH:7]=1.Br[CH:13]([C:19]1[CH:24]=[CH:23][CH:22]=[CH:21][CH:20]=1)[C:14]([O:16][CH2:17][CH3:18])=[O:15].CCN(C(C)C)C(C)C. The catalyst is C(#N)C. The product is [CH2:17]([O:16][C:14](=[O:15])[CH:13]([NH:1][C:2]1[CH:7]=[CH:6][CH:5]=[C:4]([NH:8][C:9](=[O:11])[CH3:10])[CH:3]=1)[C:19]1[CH:24]=[CH:23][CH:22]=[CH:21][CH:20]=1)[CH3:18]. The yield is 0.860. (5) The reactants are [CH2:1]([O:3][C:4]1[CH:11]=[C:10](F)[C:7]([C:8]#[N:9])=[C:6]([F:13])[CH:5]=1)[CH3:2].[NH3:14]. The catalyst is C(O)C. The product is [NH2:14][C:10]1[CH:11]=[C:4]([O:3][CH2:1][CH3:2])[CH:5]=[C:6]([F:13])[C:7]=1[C:8]#[N:9]. The yield is 0.770. (6) The reactants are [Cl:1][C:2]1[N:7]=[C:6]([NH:8][NH2:9])[N:5]=[C:4]([OH:10])[N:3]=1.[F:11][C:12]([F:26])([F:25])[C:13]1[CH:14]=[C:15]([CH:18]=[C:19]([C:21]([F:24])([F:23])[F:22])[CH:20]=1)[CH:16]=O. The catalyst is C(O)(=O)C.CCO. The product is [F:11][C:12]([F:25])([F:26])[C:13]1[CH:14]=[C:15]([CH:18]=[C:19]([C:21]([F:24])([F:22])[F:23])[CH:20]=1)[CH:16]=[N:9][NH:8][C:6]1[N:7]=[C:2]([Cl:1])[N:3]=[C:4]([OH:10])[N:5]=1. The yield is 0.720. (7) The reactants are Cl[C:2]1[N:7]=[C:6]([Cl:8])[N:5]=[C:4]([N:9]2[CH:14]([CH3:15])[CH2:13][O:12][CH2:11][CH:10]2[CH3:16])[N:3]=1.[CH3:17][NH:18][C:19]([NH:21][C:22]1[CH:27]=[CH:26][C:25](B2OC(C)(C)C(C)(C)O2)=[CH:24][CH:23]=1)=[O:20]. No catalyst specified. The product is [Cl:8][C:6]1[N:5]=[C:4]([N:9]2[CH:14]([CH3:15])[CH2:13][O:12][CH2:11][CH:10]2[CH3:16])[N:3]=[C:2]([C:25]2[CH:24]=[CH:23][C:22]([NH:21][C:19]([NH:18][CH3:17])=[O:20])=[CH:27][CH:26]=2)[N:7]=1. The yield is 0.160.